This data is from Catalyst prediction with 721,799 reactions and 888 catalyst types from USPTO. The task is: Predict which catalyst facilitates the given reaction. (1) The catalyst class is: 405. Reactant: [NH2:1][C:2]1[C:7]2[C:8]([C:11]3[CH:16]=[CH:15][C:14]([NH:17][C:18]([C:20]4[N:21]([CH3:29])[C:22]5[C:27]([CH:28]=4)=[CH:26][CH:25]=[CH:24][CH:23]=5)=[O:19])=[C:13]([O:30][CH3:31])[CH:12]=3)=[CH:9][S:10][C:6]=2[C:5]([C:32]2[O:33][C:34]([CH:37]=[O:38])=[CH:35][CH:36]=2)=[CH:4][N:3]=1.[BH4-].[Na+]. Product: [NH2:1][C:2]1[C:7]2[C:8]([C:11]3[CH:16]=[CH:15][C:14]([NH:17][C:18]([C:20]4[N:21]([CH3:29])[C:22]5[C:27]([CH:28]=4)=[CH:26][CH:25]=[CH:24][CH:23]=5)=[O:19])=[C:13]([O:30][CH3:31])[CH:12]=3)=[CH:9][S:10][C:6]=2[C:5]([C:32]2[O:33][C:34]([CH2:37][OH:38])=[CH:35][CH:36]=2)=[CH:4][N:3]=1. (2) Reactant: Cl[C:2]1[CH:7]=[C:6]([C:8]2[C:9]([CH:29]3[CH2:31][CH2:30]3)=[N:10][C:11]([N:16]3[CH2:21][CH2:20][N:19]([C:22](=[O:27])[CH2:23][CH2:24][O:25][CH3:26])[C@H:18]([CH3:28])[CH2:17]3)=[C:12]([C:14]#[N:15])[CH:13]=2)[CH:5]=[C:4]([O:32][CH3:33])[N:3]=1.[CH:34]([B-](F)(F)F)=[CH2:35].[K+].[F-].[Cs+]. Product: [CH:29]1([C:9]2[C:8]([C:6]3[CH:7]=[C:2]([CH:34]=[CH2:35])[N:3]=[C:4]([O:32][CH3:33])[CH:5]=3)=[CH:13][C:12]([C:14]#[N:15])=[C:11]([N:16]3[CH2:21][CH2:20][N:19]([C:22](=[O:27])[CH2:23][CH2:24][O:25][CH3:26])[C@H:18]([CH3:28])[CH2:17]3)[N:10]=2)[CH2:30][CH2:31]1. The catalyst class is: 117. (3) Product: [NH2:21][C:22]1[N:8]([CH2:9][CH:10]2[CH2:11][N:12]([C:14]([O:16][C:17]([CH3:20])([CH3:19])[CH3:18])=[O:15])[CH2:13]2)[C:3]2[CH:4]=[CH:5][CH:6]=[CH:7][C:2]=2[N:1]=1. Reactant: [NH2:1][C:2]1[CH:7]=[CH:6][CH:5]=[CH:4][C:3]=1[NH:8][CH2:9][CH:10]1[CH2:13][N:12]([C:14]([O:16][C:17]([CH3:20])([CH3:19])[CH3:18])=[O:15])[CH2:11]1.[N:21]#[C:22]Br. The catalyst class is: 8. (4) Reactant: [CH2:1]([C:3]1[C:4]([O:15]C)=[N:5][C:6]([CH3:14])=[C:7]([C:9]2[O:10][CH:11]=[N:12][N:13]=2)[CH:8]=1)[CH3:2].[I-].[Na+].Cl[Si](C)(C)C. Product: [CH2:1]([C:3]1[C:4](=[O:15])[NH:5][C:6]([CH3:14])=[C:7]([C:9]2[O:10][CH:11]=[N:12][N:13]=2)[CH:8]=1)[CH3:2]. The catalyst class is: 10.